The task is: Predict the product of the given reaction.. This data is from Forward reaction prediction with 1.9M reactions from USPTO patents (1976-2016). (1) Given the reactants C([N:8]1[CH2:17][CH:16]([CH3:18])[C:15]2[N:14]=[C:13]([Cl:19])[CH:12]=[CH:11][C:10]=2[CH2:9]1)C1C=CC=CC=1.[CH3:20][C@@H:21]([OH:24])[CH2:22][CH3:23], predict the reaction product. The product is: [ClH:19].[CH3:18][CH:16]1[C:15]2[N:14]=[C:13]([O:24][C@H:21]([CH3:20])[CH2:22][CH3:23])[CH:12]=[CH:11][C:10]=2[CH2:9][NH:8][CH2:17]1. (2) Given the reactants [C:1]([N:8]1C=CN=C1)([N:3]1C=CN=C1)=O.[F:13][C:14]([F:25])([F:24])[C:15]1[CH:20]=[CH:19][N:18]=[CH:17][C:16]=1[C:21]([OH:23])=[O:22].[CH2:26]([O:28][C:29](NC=NO)=[O:30])[CH3:27], predict the reaction product. The product is: [NH2:8][C:1](=[N:3][O:22][C:21]([C:16]1[CH:17]=[N:18][CH:19]=[CH:20][C:15]=1[C:14]([F:13])([F:24])[F:25])=[O:23])[C:29]([O:28][CH2:26][CH3:27])=[O:30]. (3) Given the reactants [CH3:1][NH:2][CH2:3][CH2:4][C@H:5]([O:11][C:12]1[CH:13]=[CH:14][CH:15]=[C:16]2[CH:21]=[CH:20][CH:19]=[CH:18][C:17]=12)[C:6]1[S:10][CH:9]=[CH:8][CH:7]=1.[C:22]([OH:32])(=[O:31])[CH:23]([C:25]1[CH:30]=[CH:29][CH:28]=[CH:27][CH:26]=1)[OH:24], predict the reaction product. The product is: [C:22]([OH:32])(=[O:31])[CH:23]([C:25]1[CH:30]=[CH:29][CH:28]=[CH:27][CH:26]=1)[OH:24].[CH3:1][NH:2][CH2:3][CH2:4][CH:5]([O:11][C:12]1[C:17]2[C:16](=[CH:21][CH:20]=[CH:19][CH:18]=2)[CH:15]=[CH:14][CH:13]=1)[C:6]1[S:10][CH:9]=[CH:8][CH:7]=1. (4) Given the reactants [O:1]=[C:2]1[C:11]2[C:6](=[CH:7][CH:8]=[CH:9][C:10]=2[CH2:12][CH2:13][CH:14]=O)[N:5]=[C:4]([C@@H:16]([NH:18][C:19](=[O:25])[O:20][C:21]([CH3:24])([CH3:23])[CH3:22])[CH3:17])[N:3]1[C:26]1[CH:31]=[CH:30][CH:29]=[CH:28][CH:27]=1.Cl.[F:33][C:34]1([F:38])[CH2:37][NH:36][CH2:35]1.C(O[BH-](OC(=O)C)OC(=O)C)(=O)C.[Na+].C([O-])(O)=O.[Na+], predict the reaction product. The product is: [F:33][C:34]1([F:38])[CH2:37][N:36]([CH2:14][CH2:13][CH2:12][C:10]2[CH:9]=[CH:8][CH:7]=[C:6]3[C:11]=2[C:2](=[O:1])[N:3]([C:26]2[CH:27]=[CH:28][CH:29]=[CH:30][CH:31]=2)[C:4]([C@@H:16]([NH:18][C:19](=[O:25])[O:20][C:21]([CH3:22])([CH3:23])[CH3:24])[CH3:17])=[N:5]3)[CH2:35]1. (5) Given the reactants [Cl:1][C:2]1[CH:10]=[CH:9][C:5]([C:6](Cl)=O)=[C:4]([CH3:11])[CH:3]=1.Cl[C:13]1[CH:18]=[CH:17][C:16]([C:19]([F:22])([F:21])[F:20])=[CH:15][N:14]=1.ClC1C=C(Cl)C=CC=1C1[C:36]([C:37]2[NH:38][CH:39]=[CH:40][N:41]=2)=[CH:35][N:34]=[C:33]([NH:42][CH2:43][CH2:44][NH:45]C2C=CC([N+]([O-])=O)=CN=2)[N:32]=1, predict the reaction product. The product is: [Cl:1][C:2]1[CH:10]=[CH:9][C:5]([C:6]2[C:36]([C:37]3[NH:38][CH:39]=[CH:40][N:41]=3)=[CH:35][N:34]=[C:33]([NH:42][CH2:43][CH2:44][NH:45][C:13]3[CH:18]=[CH:17][C:16]([C:19]([F:22])([F:21])[F:20])=[CH:15][N:14]=3)[N:32]=2)=[C:4]([CH3:11])[CH:3]=1. (6) Given the reactants [Cl:1][C:2]1[N:11]=[C:10](Cl)[C:9]2[C:4](=[CH:5][CH:6]=[CH:7][CH:8]=2)[N:3]=1.[CH3:13][C:14]1[NH:18][N:17]=[C:16]([NH2:19])[CH:15]=1, predict the reaction product. The product is: [Cl:1][C:2]1[N:11]=[C:10]([NH:19][C:16]2[CH:15]=[C:14]([CH3:13])[NH:18][N:17]=2)[C:9]2[C:4](=[CH:5][CH:6]=[CH:7][CH:8]=2)[N:3]=1. (7) Given the reactants [NH2:1][C:2]1[CH:9]=[CH:8][CH:7]=[C:6]([O:10][CH2:11][CH2:12][CH3:13])[C:3]=1[C:4]#[N:5].[S:14](Cl)(=[O:17])(=[O:16])[NH2:15], predict the reaction product. The product is: [S:14]([NH:1][C:2]1[CH:9]=[CH:8][CH:7]=[C:6]([O:10][CH2:11][CH2:12][CH3:13])[C:3]=1[C:4]#[N:5])(=[O:17])(=[O:16])[NH2:15]. (8) Given the reactants [F:1][C:2]1[CH:3]=[CH:4][C:5]2[NH:14][C:13](=[S:15])[C:12]3[CH:11]=[C:10]([CH3:16])[S:9][C:8]=3[NH:7][C:6]=2[CH:17]=1.[CH3:18]N(C=O)C.C(=O)([O-])[O-].[K+].[K+].IC, predict the reaction product. The product is: [F:1][C:2]1[CH:3]=[CH:4][C:5]2[N:14]=[C:13]([S:15][CH3:18])[C:12]3[CH:11]=[C:10]([CH3:16])[S:9][C:8]=3[NH:7][C:6]=2[CH:17]=1. (9) The product is: [Cl:1][C:2]1[CH:3]=[C:4]([CH:26]=[CH:27][C:28]=1[Cl:29])[CH2:5][N:6]1[CH2:11][CH2:10][O:9][C@@H:8]([CH2:12][NH:13][C:14](=[O:25])[O:15][C:16]2[CH:17]=[CH:18][C:19]([N+:22]([O-:24])=[O:23])=[CH:20][CH:21]=2)[CH2:7]1. Given the reactants [Cl:1][C:2]1[CH:3]=[C:4]([CH:26]=[CH:27][C:28]=1[Cl:29])[CH2:5][N:6]1[CH2:11][CH2:10][O:9][CH:8]([CH2:12][NH:13][C:14](=[O:25])[O:15][C:16]2[CH:21]=[CH:20][C:19]([N+:22]([O-:24])=[O:23])=[CH:18][CH:17]=2)[CH2:7]1.ClC1C=C(C=CC=1Cl)CN1CCO[C@@H](CN)C1.C1C([N+]([O-])=O)=CC=C([Cl-]C([O-])=O)C=1, predict the reaction product.